From a dataset of Catalyst prediction with 721,799 reactions and 888 catalyst types from USPTO. Predict which catalyst facilitates the given reaction. (1) Reactant: C([C@H:4]1[CH2:7][C@H:6]([N:8]2[C:13](=[O:14])[C:12]([CH2:15][C:16]3[CH:21]=[CH:20][C:19]([C:22]4[C:23]([C:28]#[N:29])=[CH:24][CH:25]=[CH:26][CH:27]=4)=[CH:18][CH:17]=3)=[C:11]([CH2:30][CH2:31][CH3:32])[N:10]3[N:33]=[CH:34][N:35]=[C:9]23)[CH2:5]1)(=O)C.O.OO.FC(F)(F)C(OC(=O)C(F)(F)F)=[O:42].C(=O)([O-])O.[Na+].S([O-])([O-])(=O)=S.[Na+].[Na+]. Product: [OH:42][C@H:4]1[CH2:5][C@H:6]([N:8]2[C:13](=[O:14])[C:12]([CH2:15][C:16]3[CH:17]=[CH:18][C:19]([C:22]4[C:23]([C:28]#[N:29])=[CH:24][CH:25]=[CH:26][CH:27]=4)=[CH:20][CH:21]=3)=[C:11]([CH2:30][CH2:31][CH3:32])[N:10]3[N:33]=[CH:34][N:35]=[C:9]23)[CH2:7]1. The catalyst class is: 22. (2) Reactant: [Br:1][C:2]1[C:3](=[O:16])[N:4]([CH:10]2[CH2:15][CH2:14][CH2:13][CH2:12][CH2:11]2)[N:5]([CH3:9])[C:6]=1[CH2:7]Br.[C:17]1([CH2:23][CH2:24][CH2:25][CH:26]2[CH2:31][CH2:30][NH:29][CH2:28][CH2:27]2)[CH:22]=[CH:21][CH:20]=[CH:19][CH:18]=1.C(=O)([O-])[O-].[K+].[K+]. Product: [Br:1][C:2]1[C:3](=[O:16])[N:4]([CH:10]2[CH2:15][CH2:14][CH2:13][CH2:12][CH2:11]2)[N:5]([CH3:9])[C:6]=1[CH2:7][N:29]1[CH2:30][CH2:31][CH:26]([CH2:25][CH2:24][CH2:23][C:17]2[CH:18]=[CH:19][CH:20]=[CH:21][CH:22]=2)[CH2:27][CH2:28]1. The catalyst class is: 10. (3) Reactant: [C:1]([O:5][C:6]([N:8]1[CH2:13][CH2:12][CH:11]([OH:14])[CH2:10][CH2:9]1)=[O:7])([CH3:4])([CH3:3])[CH3:2].[H-].[Na+].F[C:18]1[CH:19]=[C:20]2[C:25](=[CH:26][C:27]=1[CH3:28])[C:24](=[O:29])[N:23]([CH2:30][C:31]1[CH:36]=[CH:35][C:34]([O:37][CH3:38])=[CH:33][CH:32]=1)[CH:22]=[CH:21]2.O. Product: [C:1]([O:5][C:6]([N:8]1[CH2:13][CH2:12][CH:11]([O:14][C:18]2[CH:19]=[C:20]3[C:25](=[CH:26][C:27]=2[CH3:28])[C:24](=[O:29])[N:23]([CH2:30][C:31]2[CH:32]=[CH:33][C:34]([O:37][CH3:38])=[CH:35][CH:36]=2)[CH:22]=[CH:21]3)[CH2:10][CH2:9]1)=[O:7])([CH3:4])([CH3:2])[CH3:3]. The catalyst class is: 44. (4) Reactant: C[O:2][C:3](=[O:53])[C@@H:4]([NH:20][C:21]([C@@H:23]1[CH2:32][C:31]2[CH:30]=[C:29]3[O:33][CH2:34][C@@H:35]([C:37]4[CH:42]=[CH:41][C:40]([O:43][CH2:44][C:45]5[CH:50]=[CH:49][C:48]([Cl:51])=[C:47]([Cl:52])[CH:46]=5)=[CH:39][CH:38]=4)[O:36][C:28]3=[CH:27][C:26]=2[CH2:25][NH:24]1)=[O:22])[CH2:5][C:6]1[CH:11]=[CH:10][C:9]([C:12]2[CH:17]=[CH:16][N:15]=[C:14]([CH3:18])[C:13]=2[CH3:19])=[CH:8][CH:7]=1.[N:54]([C@@H:57]([C:59]1[CH:64]=[CH:63][CH:62]=[CH:61][CH:60]=1)[CH3:58])=[C:55]=[O:56]. The catalyst class is: 2. Product: [Cl:52][C:47]1[CH:46]=[C:45]([CH:50]=[CH:49][C:48]=1[Cl:51])[CH2:44][O:43][C:40]1[CH:39]=[CH:38][C:37]([C@@H:35]2[CH2:34][O:33][C:29]3=[CH:30][C:31]4[CH2:32][C@@H:23]([C:21]([NH:20][C@@H:4]([CH2:5][C:6]5[CH:11]=[CH:10][C:9]([C:12]6[CH:17]=[CH:16][N:15]=[C:14]([CH3:18])[C:13]=6[CH3:19])=[CH:8][CH:7]=5)[C:3]([OH:2])=[O:53])=[O:22])[N:24]([C:55](=[O:56])[NH:54][C@@H:57]([C:59]5[CH:64]=[CH:63][CH:62]=[CH:61][CH:60]=5)[CH3:58])[CH2:25][C:26]=4[CH:27]=[C:28]3[O:36]2)=[CH:42][CH:41]=1. (5) Reactant: [Cl:1][C:2]1[CH:16]=[C:15]([Cl:17])[CH:14]=[CH:13][C:3]=1[CH:4]([OH:12])[C:5]1[CH:10]=[CH:9][C:8]([Cl:11])=[CH:7][CH:6]=1.C1(C)C=CC(S(O)(=O)=O)=CC=1.[CH:29]([N:42]1[CH2:45][CH:44](O)[CH2:43]1)([C:36]1[CH:41]=[CH:40][CH:39]=[CH:38][CH:37]=1)[C:30]1[CH:35]=[CH:34][CH:33]=[CH:32][CH:31]=1. Product: [CH:29]([N:42]1[CH2:45][CH:44]([O:12][CH:4]([C:5]2[CH:10]=[CH:9][C:8]([Cl:11])=[CH:7][CH:6]=2)[C:3]2[CH:13]=[CH:14][C:15]([Cl:17])=[CH:16][C:2]=2[Cl:1])[CH2:43]1)([C:36]1[CH:37]=[CH:38][CH:39]=[CH:40][CH:41]=1)[C:30]1[CH:31]=[CH:32][CH:33]=[CH:34][CH:35]=1. The catalyst class is: 11. (6) Reactant: [CH2:1]([N:5]([CH2:12][CH2:13][CH2:14][CH3:15])[CH2:6][CH2:7][C:8]([CH3:11])([NH2:10])[CH3:9])[CH2:2][CH2:3][CH3:4].[C:16](ON1C(=O)CCC1=O)([O:18][CH2:19][C:20]1[CH:25]=[CH:24][CH:23]=[CH:22][CH:21]=1)=[O:17]. Product: [CH2:1]([N:5]([CH2:12][CH2:13][CH2:14][CH3:15])[CH2:6][CH2:7][C:8]([NH:10][C:16](=[O:17])[O:18][CH2:19][C:20]1[CH:25]=[CH:24][CH:23]=[CH:22][CH:21]=1)([CH3:11])[CH3:9])[CH2:2][CH2:3][CH3:4]. The catalyst class is: 1. (7) Reactant: [Cl:1][C:2]1[CH:7]=[CH:6][C:5]([O:8][CH3:9])=[CH:4][C:3]=1[NH:10][C:11]1[C:12]([NH:21][S:22]([C:25]2[CH:26]=[C:27]([CH:31]=[CH:32][CH:33]=2)[C:28]([OH:30])=O)(=[O:24])=[O:23])=[N:13][C:14]2[C:19]([N:20]=1)=[CH:18][CH:17]=[CH:16][CH:15]=2.F[P-](F)(F)(F)(F)F.N1(OC(N(C)C)=[N+](C)C)C2N=CC=CC=2N=N1.C(N(C(C)C)C(C)C)C.[CH3:67][N:68]([CH3:72])[CH2:69][CH2:70][NH2:71]. Product: [Cl:1][C:2]1[CH:7]=[CH:6][C:5]([O:8][CH3:9])=[CH:4][C:3]=1[NH:10][C:11]1[C:12]([NH:21][S:22]([C:25]2[CH:26]=[C:27]([CH:31]=[CH:32][CH:33]=2)[C:28]([NH:71][CH2:70][CH2:69][N:68]([CH3:72])[CH3:67])=[O:30])(=[O:23])=[O:24])=[N:13][C:14]2[C:19]([N:20]=1)=[CH:18][CH:17]=[CH:16][CH:15]=2. The catalyst class is: 42.